From a dataset of Forward reaction prediction with 1.9M reactions from USPTO patents (1976-2016). Predict the product of the given reaction. (1) Given the reactants Br[C:2]1[CH:3]=[CH:4][C:5]2[O:14][CH2:13][CH2:12][C:11]3[N:7]([N:8]=[C:9]([C:15]4[N:16]([CH2:20][C:21]([F:24])([F:23])[F:22])[N:17]=[CH:18][N:19]=4)[CH:10]=3)[C:6]=2[CH:25]=1.[C:26]([O:30][C:31]([N:33]1[CH2:38][CH:37]=[C:36](B2OC(C)(C)C(C)(C)O2)[CH2:35][CH2:34]1)=[O:32])([CH3:29])([CH3:28])[CH3:27].C(=O)([O-])[O-].[K+].[K+], predict the reaction product. The product is: [C:26]([O:30][C:31]([N:33]1[CH2:34][CH:35]=[C:36]([C:2]2[CH:3]=[CH:4][C:5]3[O:14][CH2:13][CH2:12][C:11]4[N:7]([N:8]=[C:9]([C:15]5[N:16]([CH2:20][C:21]([F:24])([F:22])[F:23])[N:17]=[CH:18][N:19]=5)[CH:10]=4)[C:6]=3[CH:25]=2)[CH2:37][CH2:38]1)=[O:32])([CH3:29])([CH3:27])[CH3:28]. (2) Given the reactants Br[C:2]1[CH:3]=[CH:4][C:5]2[O:9][C:8]([CH:10]3[CH2:15][CH2:14][N:13]([C:16]([O:18][CH:19]([CH3:21])[CH3:20])=[O:17])[CH2:12][CH2:11]3)=[N:7][C:6]=2[CH:22]=1.[F:23][C:24]1[CH:25]=[C:26](B(O)O)[CH:27]=[CH:28][C:29]=1[C:30](=[O:35])[NH:31][CH:32]([CH3:34])[CH3:33], predict the reaction product. The product is: [F:23][C:24]1[CH:25]=[C:26]([C:2]2[CH:3]=[CH:4][C:5]3[O:9][C:8]([CH:10]4[CH2:15][CH2:14][N:13]([C:16]([O:18][CH:19]([CH3:21])[CH3:20])=[O:17])[CH2:12][CH2:11]4)=[N:7][C:6]=3[CH:22]=2)[CH:27]=[CH:28][C:29]=1[C:30](=[O:35])[NH:31][CH:32]([CH3:33])[CH3:34]. (3) Given the reactants [C:1]12([NH2:11])[CH2:10][CH:5]3[CH2:6][CH:7]([CH2:9][CH:3]([CH2:4]3)[CH2:2]1)[CH2:8]2.[S:12]1[CH:16]=[CH:15][C:14]2[CH:17]=[C:18]([CH:21]=O)[CH:19]=[CH:20][C:13]1=2, predict the reaction product. The product is: [S:12]1[CH:16]=[CH:15][C:14]2[CH:17]=[C:18]([CH2:21][NH:11][C:1]34[CH2:8][CH:7]5[CH2:6][CH:5]([CH2:4][CH:3]([CH2:9]5)[CH2:2]3)[CH2:10]4)[CH:19]=[CH:20][C:13]1=2. (4) Given the reactants [NH2:1][C:2]1[S:3][CH:4]=[C:5]([CH3:12])[C:6]=1[C:7]([O:9][CH2:10][CH3:11])=[O:8].C(O[CH:16]=[C:17]([C:23]([O:25][CH2:26][CH3:27])=[O:24])[C:18]([O:20][CH2:21][CH3:22])=[O:19])C, predict the reaction product. The product is: [CH2:10]([O:9][C:7]([C:6]1[C:5]([CH3:12])=[CH:4][S:3][C:2]=1[NH:1][CH:16]=[C:17]([C:18]([O:20][CH2:21][CH3:22])=[O:19])[C:23]([O:25][CH2:26][CH3:27])=[O:24])=[O:8])[CH3:11].